This data is from NCI-60 drug combinations with 297,098 pairs across 59 cell lines. The task is: Regression. Given two drug SMILES strings and cell line genomic features, predict the synergy score measuring deviation from expected non-interaction effect. Drug 1: CN(C)N=NC1=C(NC=N1)C(=O)N. Drug 2: CC1=C(N=C(N=C1N)C(CC(=O)N)NCC(C(=O)N)N)C(=O)NC(C(C2=CN=CN2)OC3C(C(C(C(O3)CO)O)O)OC4C(C(C(C(O4)CO)O)OC(=O)N)O)C(=O)NC(C)C(C(C)C(=O)NC(C(C)O)C(=O)NCCC5=NC(=CS5)C6=NC(=CS6)C(=O)NCCC[S+](C)C)O. Cell line: DU-145. Synergy scores: CSS=5.38, Synergy_ZIP=-3.05, Synergy_Bliss=0.998, Synergy_Loewe=-1.89, Synergy_HSA=0.253.